This data is from Catalyst prediction with 721,799 reactions and 888 catalyst types from USPTO. The task is: Predict which catalyst facilitates the given reaction. (1) Reactant: [NH2:1][CH2:2][C:3]([NH:5][C:6]1[CH:7]=[C:8]2[C:13](=[CH:14][C:15]=1[O:16][CH2:17][CH2:18][O:19][CH3:20])[N:12]=[CH:11][N:10]=[C:9]2[NH:21][C:22]1[CH:27]=[CH:26][C:25]([O:28][CH2:29][C:30]2[CH:35]=[CH:34][CH:33]=[C:32]([F:36])[CH:31]=2)=[C:24]([Cl:37])[CH:23]=1)=[O:4].[C:38](O)(=[O:41])[CH:39]=[CH2:40].N1C=CC=CC=1.Cl.CN(C)CCCN=C=NCC. Product: [Cl:37][C:24]1[CH:23]=[C:22]([NH:21][C:9]2[C:8]3[C:13](=[CH:14][C:15]([O:16][CH2:17][CH2:18][O:19][CH3:20])=[C:6]([NH:5][C:3]([CH2:2][NH:1][C:38](=[O:41])[CH:39]=[CH2:40])=[O:4])[CH:7]=3)[N:12]=[CH:11][N:10]=2)[CH:27]=[CH:26][C:25]=1[O:28][CH2:29][C:30]1[CH:35]=[CH:34][CH:33]=[C:32]([F:36])[CH:31]=1. The catalyst class is: 1. (2) Reactant: C(OC(=O)[NH:7][CH2:8][CH2:9][N:10]1[C:15](=[O:16])[C:14]([N:17]2[CH2:22][CH2:21][O:20][CH2:19][CH2:18]2)=[CH:13][C:12]([C:23]2[C:24]([CH3:42])=[N:25][CH:26]=[C:27]([NH:29][C:30](=[O:41])[C:31]3[CH:36]=[CH:35][CH:34]=[C:33]([C:37]([F:40])([F:39])[F:38])[CH:32]=3)[CH:28]=2)=[CH:11]1)(C)(C)C.C(O)(C(F)(F)F)=O. Product: [NH2:7][CH2:8][CH2:9][N:10]1[C:15](=[O:16])[C:14]([N:17]2[CH2:22][CH2:21][O:20][CH2:19][CH2:18]2)=[CH:13][C:12]([C:23]2[C:24]([CH3:42])=[N:25][CH:26]=[C:27]([NH:29][C:30](=[O:41])[C:31]3[CH:36]=[CH:35][CH:34]=[C:33]([C:37]([F:40])([F:39])[F:38])[CH:32]=3)[CH:28]=2)=[CH:11]1. The catalyst class is: 2. (3) Reactant: [CH:1]1([CH:7]([NH:26][C:27]2[CH:32]=[CH:31][C:30]([C:33]([N:35]([CH3:43])[CH2:36][CH2:37][C:38]([O:40]CC)=[O:39])=[O:34])=[CH:29][CH:28]=2)[C:8]2[O:9][C:10]3[CH:17]=[CH:16][C:15]([O:18][CH2:19][C:20]4[CH:21]=[N:22][CH:23]=[CH:24][CH:25]=4)=[CH:14][C:11]=3[C:12]=2[CH3:13])[CH2:6][CH2:5][CH2:4][CH2:3][CH2:2]1.[OH-].[Na+]. Product: [CH:1]1([CH:7]([NH:26][C:27]2[CH:28]=[CH:29][C:30]([C:33]([N:35]([CH3:43])[CH2:36][CH2:37][C:38]([OH:40])=[O:39])=[O:34])=[CH:31][CH:32]=2)[C:8]2[O:9][C:10]3[CH:17]=[CH:16][C:15]([O:18][CH2:19][C:20]4[CH:21]=[N:22][CH:23]=[CH:24][CH:25]=4)=[CH:14][C:11]=3[C:12]=2[CH3:13])[CH2:6][CH2:5][CH2:4][CH2:3][CH2:2]1. The catalyst class is: 8. (4) Reactant: CN(C(ON1N=NC2C=CC=CC1=2)=[N+](C)C)C.[B-](F)(F)(F)F.C(N(CC)CC)C.[Cl:30][C:31]1[CH:36]=[CH:35][CH:34]=[C:33]([Cl:37])[C:32]=1[C:38]1[C:42]([CH2:43][O:44][C:45]2[N:50]=[C:49]([C:51]([F:54])([F:53])[F:52])[C:48]([N:55]([CH2:57][C:58]3[CH:66]=[CH:65][C:61]([C:62]([OH:64])=[O:63])=[CH:60][CH:59]=3)[CH3:56])=[CH:47][CH:46]=2)=[C:41]([CH:67]([CH3:69])[CH3:68])[O:40][N:39]=1.[CH2:70](O)[CH2:71][OH:72]. Product: [Cl:37][C:33]1[CH:34]=[CH:35][CH:36]=[C:31]([Cl:30])[C:32]=1[C:38]1[C:42]([CH2:43][O:44][C:45]2[N:50]=[C:49]([C:51]([F:53])([F:54])[F:52])[C:48]([N:55]([CH2:57][C:58]3[CH:59]=[CH:60][C:61]([C:62]([O:64][CH2:70][CH2:71][OH:72])=[O:63])=[CH:65][CH:66]=3)[CH3:56])=[CH:47][CH:46]=2)=[C:41]([CH:67]([CH3:69])[CH3:68])[O:40][N:39]=1. The catalyst class is: 10. (5) Reactant: [I:1][C:2]1[C:10]2[C:9]([CH3:11])=[N:8][CH:7]=[N:6][C:5]=2[NH:4][CH:3]=1.[H-].[Na+].[CH:14]([Si:17](Cl)([CH:21]([CH3:23])[CH3:22])[CH:18]([CH3:20])[CH3:19])([CH3:16])[CH3:15].O. Product: [I:1][C:2]1[C:10]2[C:9]([CH3:11])=[N:8][CH:7]=[N:6][C:5]=2[N:4]([Si:17]([CH:21]([CH3:23])[CH3:22])([CH:18]([CH3:20])[CH3:19])[CH:14]([CH3:16])[CH3:15])[CH:3]=1. The catalyst class is: 7.